From a dataset of Forward reaction prediction with 1.9M reactions from USPTO patents (1976-2016). Predict the product of the given reaction. (1) Given the reactants Br[C:2]1[CH:3]=[C:4]2[C:9](=[CH:10][CH:11]=1)[CH:8]=[C:7]([O:12][CH2:13][C:14]1[C:15]([C:22]3[C:27]([Cl:28])=[CH:26][CH:25]=[CH:24][C:23]=3[Cl:29])=[N:16][O:17][C:18]=1[CH:19]([CH3:21])[CH3:20])[CH:6]=[CH:5]2.COCCOC.C(=O)([O-])[O-].[Na+].[Na+].[C:42]([NH:45][C:46]1[CH:51]=[CH:50][C:49](B(O)O)=[CH:48][CH:47]=1)(=[O:44])[CH3:43], predict the reaction product. The product is: [Cl:29][C:23]1[CH:24]=[CH:25][CH:26]=[C:27]([Cl:28])[C:22]=1[C:15]1[C:14]([CH2:13][O:12][C:7]2[CH:8]=[C:9]3[C:4](=[CH:5][CH:6]=2)[CH:3]=[C:2]([C:49]2[CH:50]=[CH:51][C:46]([NH:45][C:42](=[O:44])[CH3:43])=[CH:47][CH:48]=2)[CH:11]=[CH:10]3)=[C:18]([CH:19]([CH3:21])[CH3:20])[O:17][N:16]=1. (2) Given the reactants [CH:1]1([CH:7]([NH:21][C:22]2[CH:23]=[CH:24][C:25]([C:28](O)=[O:29])=[N:26][CH:27]=2)[C:8]2[CH:12]=[C:11]([C:13]3[CH:18]=[CH:17][C:16]([F:19])=[CH:15][CH:14]=3)[O:10][C:9]=2[CH3:20])[CH2:6][CH2:5][CH2:4][CH2:3][CH2:2]1.[CH3:31][NH:32][CH2:33][CH2:34][C:35]([O:37][CH2:38][CH3:39])=[O:36].Cl.C(N=C=NCCCN(C)C)C.O.OC1C2N=NNC=2C=CC=1, predict the reaction product. The product is: [CH:1]1([CH:7]([NH:21][C:22]2[CH:23]=[CH:24][C:25]([C:28]([N:32]([CH3:31])[CH2:33][CH2:34][C:35]([O:37][CH2:38][CH3:39])=[O:36])=[O:29])=[N:26][CH:27]=2)[C:8]2[CH:12]=[C:11]([C:13]3[CH:18]=[CH:17][C:16]([F:19])=[CH:15][CH:14]=3)[O:10][C:9]=2[CH3:20])[CH2:6][CH2:5][CH2:4][CH2:3][CH2:2]1. (3) The product is: [OH:15][CH:16]1[CH2:21][CH2:20][CH2:19][N:18]([CH2:13][CH2:12][CH2:11][C:7]2[N:6]=[C:5]3[CH2:4][O:3][C:2](=[O:1])[C:10]3=[CH:9][CH:8]=2)[CH2:17]1. Given the reactants [O:1]=[C:2]1[C:10]2[C:5](=[N:6][C:7]([CH2:11][CH2:12][CH:13]=O)=[CH:8][CH:9]=2)[CH2:4][O:3]1.[OH:15][CH:16]1[CH2:21][CH2:20][CH2:19][NH:18][CH2:17]1, predict the reaction product. (4) Given the reactants [C:1]12([CH2:11][O:12][C:13]3[C:25]([CH:26]4[CH2:28][CH2:27]4)=[CH:24][C:16]([C:17](OC(C)(C)C)=[O:18])=[CH:15][N:14]=3)[CH2:10][CH:5]3[CH2:6][CH:7]([CH2:9][CH:3]([CH2:4]3)[CH2:2]1)[CH2:8]2.FC(F)(F)C(O)=O.C(C1NC=CN=1)(C1NC=CN=1)=O.[CH3:48][NH:49][S:50]([NH2:53])(=[O:52])=[O:51].N1(C2CCCCCCCCCC2)CCCN=CCCCCC1, predict the reaction product. The product is: [C:1]12([CH2:11][O:12][C:13]3[C:25]([CH:26]4[CH2:28][CH2:27]4)=[CH:24][C:16]([C:17]([NH:53][S:50](=[O:52])(=[O:51])[NH:49][CH3:48])=[O:18])=[CH:15][N:14]=3)[CH2:10][CH:5]3[CH2:6][CH:7]([CH2:9][CH:3]([CH2:4]3)[CH2:2]1)[CH2:8]2.